Dataset: Reaction yield outcomes from USPTO patents with 853,638 reactions. Task: Predict the reaction yield, written as a fraction of the theoretical maximum amount of product (1.0 means a 100% yield; for example, 0.34 means a 34% yield). The reactants are [Si]([O:8][C@@H:9]([CH3:41])[C@@H:10]([NH:30][C:31]1[CH:38]=[CH:37][C:34]([C:35]#[N:36])=[C:33]([Cl:39])[C:32]=1[CH3:40])[C:11]1[O:12][C:13]([C:16]2[CH:21]=[CH:20][CH:19]=[C:18]([O:22][Si](C(C)(C)C)(C)C)[CH:17]=2)=[N:14][N:15]=1)(C(C)(C)C)(C)C.[F-].C([N+](CCCC)(CCCC)CCCC)CCC. The catalyst is C1COCC1.CCOC(C)=O. The product is [Cl:39][C:33]1[C:32]([CH3:40])=[C:31]([NH:30][C@@H:10]([C:11]2[O:12][C:13]([C:16]3[CH:21]=[CH:20][CH:19]=[C:18]([OH:22])[CH:17]=3)=[N:14][N:15]=2)[C@@H:9]([OH:8])[CH3:41])[CH:38]=[CH:37][C:34]=1[C:35]#[N:36]. The yield is 0.810.